Task: Predict the reaction yield, written as a fraction of the theoretical maximum amount of product (1.0 means a 100% yield; for example, 0.34 means a 34% yield).. Dataset: Reaction yield outcomes from USPTO patents with 853,638 reactions (1) The reactants are Cl[C:2]1[CH:7]=[C:6]([O:8][C:9]2[CH:10]=[CH:11][C:12]([NH:15][C:16]([N:18]3[CH2:22][CH2:21][N:20]([CH:23]4[CH2:28][CH2:27][O:26][CH2:25][CH2:24]4)[C:19]3=[O:29])=[O:17])=[N:13][CH:14]=2)[CH:5]=[CH:4][N:3]=1.[C:30]([NH2:33])(=[O:32])[CH3:31].C([O-])([O-])=O.[Cs+].[Cs+].CC1(C)C2C(=C(P(C3C=CC=CC=3)C3C=CC=CC=3)C=CC=2)OC2C(P(C3C=CC=CC=3)C3C=CC=CC=3)=CC=CC1=2. The catalyst is O1CCOCC1.C1C=CC(/C=C/C(/C=C/C2C=CC=CC=2)=O)=CC=1.C1C=CC(/C=C/C(/C=C/C2C=CC=CC=2)=O)=CC=1.C1C=CC(/C=C/C(/C=C/C2C=CC=CC=2)=O)=CC=1.[Pd].[Pd]. The product is [C:30]([NH:33][C:2]1[CH:7]=[C:6]([O:8][C:9]2[CH:10]=[CH:11][C:12]([NH:15][C:16]([N:18]3[CH2:22][CH2:21][N:20]([CH:23]4[CH2:24][CH2:25][O:26][CH2:27][CH2:28]4)[C:19]3=[O:29])=[O:17])=[N:13][CH:14]=2)[CH:5]=[CH:4][N:3]=1)(=[O:32])[CH3:31]. The yield is 0.900. (2) The reactants are Br[C:2]1[CH:3]=[C:4]2[C:9](=[CH:10][CH:11]=1)[C:8]([C:12]([F:15])([F:14])[F:13])=[C:7]([O:16][C@H:17]1[CH2:22][CH2:21][C@@H:20]([CH3:23])[CH2:19][CH2:18]1)[CH:6]=[CH:5]2.C([Li])CCC.CCCCCC.[B:35](OC(C)C)([O:40]C(C)C)[O:36]C(C)C. The catalyst is C1COCC1. The product is [CH3:23][C@@H:20]1[CH2:21][CH2:22][C@H:17]([O:16][C:7]2[C:8]([C:12]([F:15])([F:14])[F:13])=[C:9]3[C:4](=[CH:5][CH:6]=2)[CH:3]=[C:2]([B:35]([OH:40])[OH:36])[CH:11]=[CH:10]3)[CH2:18][CH2:19]1. The yield is 0.330. (3) The reactants are CN1CCN(C2C=CC(NC3C4[N:17]([N:29]=[CH:30]N=4)[C:18]([C:21]4C=C(C(N)=O)SC=4)=CN=3)=CC=2)CC1.Br[C:33]1[N:38]2[N:39]=[CH:40][N:41]=[C:37]2[C:36]([NH:42][C:43]2[CH:48]=[CH:47][C:46]([N:49]3[CH2:54][CH2:53][O:52][CH2:51][CH2:50]3)=[CH:45][C:44]=2[F:55])=[N:35][CH:34]=1.CC1(C)C(C)(C)OB(C2C=NNC=2)O1.C([O-])([O-])=O.[Na+].[Na+]. The catalyst is O1CCOCC1.C1C=CC([P]([Pd]([P](C2C=CC=CC=2)(C2C=CC=CC=2)C2C=CC=CC=2)([P](C2C=CC=CC=2)(C2C=CC=CC=2)C2C=CC=CC=2)[P](C2C=CC=CC=2)(C2C=CC=CC=2)C2C=CC=CC=2)(C2C=CC=CC=2)C2C=CC=CC=2)=CC=1. The product is [F:55][C:44]1[CH:45]=[C:46]([N:49]2[CH2:54][CH2:53][O:52][CH2:51][CH2:50]2)[CH:47]=[CH:48][C:43]=1[NH:42][C:36]1[C:37]2[N:38]([N:39]=[CH:40][N:41]=2)[C:33]([C:21]2[CH:30]=[N:29][NH:17][CH:18]=2)=[CH:34][N:35]=1. The yield is 0.380. (4) The reactants are [N:1]1[C:10]2[C:5](=[CH:6][CH:7]=[CH:8][N:9]=2)[CH:4]=[CH:3][C:2]=1[CH2:11][CH2:12][CH2:13][NH:14][C:15](=[O:21])[O:16][C:17]([CH3:20])([CH3:19])[CH3:18]. The catalyst is CO.[Rh]. The product is [N:1]1[C:10]2[NH:9][CH2:8][CH2:7][CH2:6][C:5]=2[CH:4]=[CH:3][C:2]=1[CH2:11][CH2:12][CH2:13][NH:14][C:15](=[O:21])[O:16][C:17]([CH3:19])([CH3:18])[CH3:20]. The yield is 0.711.